This data is from Full USPTO retrosynthesis dataset with 1.9M reactions from patents (1976-2016). The task is: Predict the reactants needed to synthesize the given product. (1) Given the product [CH3:26][O:27][CH2:28][CH2:29][NH:30][C:2]1[CH:3]=[C:4]([C:8]2[CH:9]=[C:10]([NH:15][C:16]3[N:21]=[C:20]([C:22]([F:25])([F:24])[F:23])[CH:19]=[CH:18][N:17]=3)[CH:11]=[C:12]([CH3:14])[CH:13]=2)[CH:5]=[N:6][CH:7]=1, predict the reactants needed to synthesize it. The reactants are: Br[C:2]1[CH:3]=[C:4]([C:8]2[CH:9]=[C:10]([NH:15][C:16]3[N:21]=[C:20]([C:22]([F:25])([F:24])[F:23])[CH:19]=[CH:18][N:17]=3)[CH:11]=[C:12]([CH3:14])[CH:13]=2)[CH:5]=[N:6][CH:7]=1.[CH3:26][O:27][CH2:28][CH2:29][NH2:30].CC1(C)C2C(=C(P(C3C=CC=CC=3)C3C=CC=CC=3)C=CC=2)OC2C(P(C3C=CC=CC=3)C3C=CC=CC=3)=CC=CC1=2.C([O-])([O-])=O.[Cs+].[Cs+]. (2) Given the product [C:21]1([C:13]([C:14]2[CH:15]=[CH:16][CH:17]=[CH:18][CH:19]=2)([C:2]2[CH:7]=[CH:6][CH:5]=[CH:4][N:3]=2)[OH:20])[CH:22]=[CH:23][CH:24]=[CH:25][CH:26]=1, predict the reactants needed to synthesize it. The reactants are: Br[C:2]1[CH:7]=[CH:6][CH:5]=[CH:4][N:3]=1.[Li]CCCC.[C:13]([C:21]1[CH:26]=[CH:25][CH:24]=[CH:23][CH:22]=1)(=[O:20])[C:14]1[CH:19]=[CH:18][CH:17]=[CH:16][CH:15]=1.